This data is from TCR-epitope binding with 47,182 pairs between 192 epitopes and 23,139 TCRs. The task is: Binary Classification. Given a T-cell receptor sequence (or CDR3 region) and an epitope sequence, predict whether binding occurs between them. (1) The epitope is ISPRTLNAW. The TCR CDR3 sequence is CASSFGGYEQYF. Result: 0 (the TCR does not bind to the epitope). (2) The epitope is QYDPVAALF. The TCR CDR3 sequence is CASSSTLTDTQYF. Result: 0 (the TCR does not bind to the epitope). (3) The epitope is GILGFVFTL. The TCR CDR3 sequence is CASSPVGVGEQFF. Result: 1 (the TCR binds to the epitope). (4) The epitope is VLWAHGFEL. The TCR CDR3 sequence is CAGSQGLEVGEQYF. Result: 1 (the TCR binds to the epitope). (5) The epitope is YSEHPTFTSQY. The TCR CDR3 sequence is CSVWGETQYF. Result: 1 (the TCR binds to the epitope). (6) The TCR CDR3 sequence is CASSRLAGTDTQYF. The epitope is AMFWSVPTV. Result: 1 (the TCR binds to the epitope). (7) The epitope is KTSVDCTMYI. The TCR CDR3 sequence is CASSLAGPHGYTF. Result: 0 (the TCR does not bind to the epitope).